Predict which catalyst facilitates the given reaction. From a dataset of Catalyst prediction with 721,799 reactions and 888 catalyst types from USPTO. Product: [O:1]1[CH2:6][CH2:5][CH2:4][CH2:3][CH:2]1[O:7][CH2:8][C:9]1[N:10]=[C:11]([C:16]2[CH:21]=[CH:20][CH:19]=[C:18]([C:22]([F:25])([F:23])[F:24])[CH:17]=2)[S:12][C:13]=1[CH2:14][OH:15]. The catalyst class is: 214. Reactant: [O:1]1[CH2:6][CH2:5][CH2:4][CH2:3][CH:2]1[O:7][CH2:8][C:9]1[N:10]=[C:11]([C:16]2[CH:21]=[CH:20][CH:19]=[C:18]([C:22]([F:25])([F:24])[F:23])[CH:17]=2)[S:12][C:13]=1[CH:14]=[O:15].[BH4-].[Na+].O.